The task is: Predict which catalyst facilitates the given reaction.. This data is from Catalyst prediction with 721,799 reactions and 888 catalyst types from USPTO. Reactant: [CH3:1][C:2]1[CH:3]=[CH:4][C:5]([C:8]2[N:12]([C:13]3[CH:14]=[CH:15][C:16]([S:19]([NH2:22])(=[O:21])=[O:20])=[CH:17][CH:18]=3)[N:11]=[C:10]([C:23]([F:26])([F:25])[F:24])[CH:9]=2)=[CH:6][CH:7]=1.[C:27](O[C:27](=[O:30])[CH2:28][CH3:29])(=[O:30])[CH2:28][CH3:29].C(N(CC)CC)C. Product: [CH3:1][C:2]1[CH:7]=[CH:6][C:5]([C:8]2[N:12]([C:13]3[CH:14]=[CH:15][C:16]([S:19]([NH:22][C:27](=[O:30])[CH2:28][CH3:29])(=[O:21])=[O:20])=[CH:17][CH:18]=3)[N:11]=[C:10]([C:23]([F:24])([F:26])[F:25])[CH:9]=2)=[CH:4][CH:3]=1. The catalyst class is: 367.